This data is from Full USPTO retrosynthesis dataset with 1.9M reactions from patents (1976-2016). The task is: Predict the reactants needed to synthesize the given product. (1) Given the product [NH2:1][CH2:2][C:3]1[CH:17]=[CH:16][CH:15]=[CH:14][C:4]=1[CH2:5][NH:6][C:7](=[O:8])[CH3:18], predict the reactants needed to synthesize it. The reactants are: [NH2:1][CH2:2][C:3]1[CH:17]=[CH:16][CH:15]=[CH:14][C:4]=1[CH2:5][NH:6][C:7](=O)[O:8]C(C)(C)C.[CH2:18](N(CC)CC)C.Cl.O1CCOCC1. (2) Given the product [Cl:8][C:9]1[CH:10]=[C:11]([NH:23][C:24]2[C:33]3[C:28](=[CH:29][CH:30]=[CH:31][C:32]=3[O:34][C@H:35]([CH3:39])[CH2:36][N:37]([CH3:38])[C:4](=[O:6])[C@H:3]([O:2][CH3:1])[CH3:7])[N:27]=[CH:26][N:25]=2)[CH:12]=[CH:13][C:14]=1[O:15][CH2:16][C:17]1[CH:22]=[CH:21][CH:20]=[CH:19][N:18]=1, predict the reactants needed to synthesize it. The reactants are: [CH3:1][O:2][C@H:3]([CH3:7])[C:4]([OH:6])=O.[Cl:8][C:9]1[CH:10]=[C:11]([NH:23][C:24]2[C:33]3[C:28](=[CH:29][CH:30]=[CH:31][C:32]=3[O:34][C@H:35]([CH3:39])[CH2:36][NH:37][CH3:38])[N:27]=[CH:26][N:25]=2)[CH:12]=[CH:13][C:14]=1[O:15][CH2:16][C:17]1[CH:22]=[CH:21][CH:20]=[CH:19][N:18]=1. (3) Given the product [CH2:3]([O:10][C:12]1[N:20]=[CH:19][N:18]=[C:17]2[C:13]=1[NH:14][CH:15]=[N:16]2)[C:4]1[CH:9]=[CH:8][CH:7]=[CH:6][CH:5]=1, predict the reactants needed to synthesize it. The reactants are: [H-].[Na+].[CH2:3]([OH:10])[C:4]1[CH:9]=[CH:8][CH:7]=[CH:6][CH:5]=1.Cl[C:12]1[N:20]=[CH:19][N:18]=[C:17]2[C:13]=1[NH:14][CH:15]=[N:16]2. (4) The reactants are: [Cl:1][C:2]1[CH:3]=[C:4]([C@H:8]([O:22][CH2:23][C:24]#[N:25])[C@@H:9]2[CH2:14][CH2:13][CH2:12][N:11]([C:15]([O:17][C:18]([CH3:21])([CH3:20])[CH3:19])=[O:16])[CH2:10]2)[CH:5]=[CH:6][CH:7]=1.S(C)C. Given the product [NH2:25][CH2:24][CH2:23][O:22][C@@H:8]([C:4]1[CH:5]=[CH:6][CH:7]=[C:2]([Cl:1])[CH:3]=1)[C@@H:9]1[CH2:14][CH2:13][CH2:12][N:11]([C:15]([O:17][C:18]([CH3:21])([CH3:19])[CH3:20])=[O:16])[CH2:10]1, predict the reactants needed to synthesize it. (5) Given the product [CH2:11]([O:10][C:8](=[O:9])[C:7]([C:1]1[CH:6]=[CH:5][CH:4]=[CH:3][CH:2]=1)=[CH2:13])[CH3:12], predict the reactants needed to synthesize it. The reactants are: [C:1]1([CH2:7][C:8]([O:10][CH2:11][CH3:12])=[O:9])[CH:6]=[CH:5][CH:4]=[CH:3][CH:2]=1.[C:13](=O)([O-])[O-].[K+].[K+].C=O.O. (6) Given the product [OH:4][CH2:5][C:6]1[N:7]=[C:8](/[CH:11]=[CH:12]/[C:13]2[CH:18]=[CH:17][C:16]([C:19]([F:22])([F:21])[F:20])=[CH:15][CH:14]=2)[O:9][CH:10]=1, predict the reactants needed to synthesize it. The reactants are: C([O:4][CH2:5][C:6]1[N:7]=[C:8](/[CH:11]=[CH:12]/[C:13]2[CH:18]=[CH:17][C:16]([C:19]([F:22])([F:21])[F:20])=[CH:15][CH:14]=2)[O:9][CH:10]=1)(=O)C.[OH-].[Na+]. (7) Given the product [CH2:1]([O:3][C:4](=[O:8])[C:5]([C:6]#[N:7])=[C:15]([CH:12]1[CH2:14][CH2:13]1)[OH:16])[CH3:2], predict the reactants needed to synthesize it. The reactants are: [CH2:1]([O:3][C:4](=[O:8])[CH2:5][C:6]#[N:7])[CH3:2].[Cl-].[Mg+2].[Cl-].[CH:12]1([C:15](Cl)=[O:16])[CH2:14][CH2:13]1.Cl.